This data is from Full USPTO retrosynthesis dataset with 1.9M reactions from patents (1976-2016). The task is: Predict the reactants needed to synthesize the given product. (1) Given the product [F:1][C:2]([F:43])([O:28][C:29]1[CH:34]=[CH:33][C:32]([O:35][CH2:36][CH2:37][CH2:38][C:39]([F:42])([F:41])[F:40])=[CH:31][CH:30]=1)[C:3]1[CH:4]=[CH:5][C:6](/[CH:9]=[CH:10]/[C:11]([O:13][CH2:14][CH2:15][C:16]2[CH:21]=[CH:20][C:19]([NH2:22])=[CH:18][C:17]=2[NH2:25])=[O:12])=[CH:7][CH:8]=1, predict the reactants needed to synthesize it. The reactants are: [F:1][C:2]([F:43])([O:28][C:29]1[CH:34]=[CH:33][C:32]([O:35][CH2:36][CH2:37][CH2:38][C:39]([F:42])([F:41])[F:40])=[CH:31][CH:30]=1)[C:3]1[CH:8]=[CH:7][C:6](/[CH:9]=[CH:10]/[C:11]([O:13][CH2:14][CH2:15][C:16]2[CH:21]=[CH:20][C:19]([N+:22]([O-])=O)=[CH:18][C:17]=2[N+:25]([O-])=O)=[O:12])=[CH:5][CH:4]=1. (2) Given the product [CH3:6][N:5]([CH2:4][CH2:3][CH2:2][C:8]1([C:19]2[CH:24]=[CH:23][C:22]([F:25])=[CH:21][CH:20]=2)[O:16][CH2:15][C:14]2[CH:13]=[C:12]([C:17]#[N:18])[CH:11]=[CH:10][C:9]1=2)[CH3:7], predict the reactants needed to synthesize it. The reactants are: [3H][CH:2]([C:8]1([C:19]2[CH:20]=[CH:21][C:22]([F:25])=[CH:23][CH:24]=2)[O:16][CH2:15][C:14]2[CH:13]=[C:12]([C:17]#[N:18])[CH:11]=[CH:10][C:9]1=2)[CH2:3][CH2:4][N:5]([CH3:7])[CH3:6].C(O)C(N)(CO)CO.Cl.[Na+].[Cl-].[Cl-].[K+]. (3) Given the product [CH2:1]([O:4][C:5]1[C:16]([O:17][CH3:18])=[C:15]([NH:19][C:20](=[O:36])[C:21]2[CH:26]=[CH:25][C:24]([NH2:27])=[C:23]([O:30][CH3:31])[C:22]=2[O:32][CH2:33][CH:34]=[CH2:35])[CH:14]=[CH:13][C:6]=1[C:7]([O:9][CH2:10][CH:11]=[CH2:12])=[O:8])[CH:2]=[CH2:3], predict the reactants needed to synthesize it. The reactants are: [CH2:1]([O:4][C:5]1[C:16]([O:17][CH3:18])=[C:15]([NH:19][C:20](=[O:36])[C:21]2[CH:26]=[CH:25][C:24]([N+:27]([O-])=O)=[C:23]([O:30][CH3:31])[C:22]=2[O:32][CH2:33][CH:34]=[CH2:35])[CH:14]=[CH:13][C:6]=1[C:7]([O:9][CH2:10][CH:11]=[CH2:12])=[O:8])[CH:2]=[CH2:3].Cl[Sn]Cl. (4) Given the product [CH:1]1([C:4]2[CH:9]=[CH:8][C:7](/[C:10](/[C:27]3[CH:32]=[CH:31][C:30]([C:36]#[C:35][CH2:34][N:37]4[CH2:42][CH2:41][O:40][CH2:39][CH2:38]4)=[CH:29][CH:28]=3)=[CH:11]/[CH2:12][O:13][C:14]3[CH:25]=[CH:24][C:17]([O:18][CH2:19][C:20]([O:22][CH3:23])=[O:21])=[C:16]([CH3:26])[CH:15]=3)=[CH:6][CH:5]=2)[CH2:3][CH2:2]1, predict the reactants needed to synthesize it. The reactants are: [CH:1]1([C:4]2[CH:9]=[CH:8][C:7](/[C:10](/[C:27]3[CH:32]=[CH:31][C:30](I)=[CH:29][CH:28]=3)=[CH:11]/[CH2:12][O:13][C:14]3[CH:25]=[CH:24][C:17]([O:18][CH2:19][C:20]([O:22][CH3:23])=[O:21])=[C:16]([CH3:26])[CH:15]=3)=[CH:6][CH:5]=2)[CH2:3][CH2:2]1.[CH2:34]([N:37]1[CH2:42][CH2:41][O:40][CH2:39][CH2:38]1)[C:35]#[CH:36].C(NC(C)C)(C)C. (5) The reactants are: [F:1][C:2]1[CH:7]=[CH:6][C:5]([C:8]2[CH:16]=[CH:15][CH:14]=[C:13]3[C:9]=2[CH2:10][C:11](=[O:17])[NH:12]3)=[CH:4][CH:3]=1.[CH2:18]([N:20]([CH2:35][CH3:36])[CH2:21][CH2:22][NH:23][C:24]([C:26]1[C:30]([CH3:31])=[C:29]([CH:32]=O)[NH:28][C:27]=1[CH3:34])=[O:25])[CH3:19]. Given the product [CH2:35]([N:20]([CH2:18][CH3:19])[CH2:21][CH2:22][NH:23][C:24]([C:26]1[C:30]([CH3:31])=[C:29]([CH:32]=[C:10]2[C:9]3[C:13](=[CH:14][CH:15]=[CH:16][C:8]=3[C:5]3[CH:4]=[CH:3][C:2]([F:1])=[CH:7][CH:6]=3)[NH:12][C:11]2=[O:17])[NH:28][C:27]=1[CH3:34])=[O:25])[CH3:36], predict the reactants needed to synthesize it. (6) Given the product [Cl:6][C:7]1[C:8]([NH:24][C:25]2[N:30]=[C:29]([N:31]([CH:41]3[CH2:42][CH2:43]3)[CH2:32][C:33]3[CH:34]=[CH:35][C:36]([O:39][CH3:40])=[CH:37][CH:38]=3)[C:28]3=[N:44][CH:45]=[C:46]([C:47]#[N:48])[N:27]3[N:26]=2)=[CH:9][C:10]([C:22]#[N:23])=[CH:11][C:12]=1[N:13]1[CH2:18][CH2:17][CH:16]2[N:19]([C:2]([O:4][CH3:5])=[O:3])[CH2:20][CH2:21][CH:15]2[CH2:14]1, predict the reactants needed to synthesize it. The reactants are: Cl[C:2]([O:4][CH3:5])=[O:3].[Cl:6][C:7]1[C:12]([N:13]2[CH2:18][CH2:17][CH:16]3[NH:19][CH2:20][CH2:21][CH:15]3[CH2:14]2)=[CH:11][C:10]([C:22]#[N:23])=[CH:9][C:8]=1[NH:24][C:25]1[N:30]=[C:29]([N:31]([CH:41]2[CH2:43][CH2:42]2)[CH2:32][C:33]2[CH:38]=[CH:37][C:36]([O:39][CH3:40])=[CH:35][CH:34]=2)[C:28]2=[N:44][CH:45]=[C:46]([C:47]#[N:48])[N:27]2[N:26]=1.C(N(CC)CC)C. (7) Given the product [CH2:24]([N:13]([CH2:11][CH3:12])[C:14]([C:16]1[CH:17]=[CH:18][C:19]([CH:20]=[O:21])=[CH:22][CH:23]=1)=[O:15])[CH3:25], predict the reactants needed to synthesize it. The reactants are: C(Cl)(=O)C(Cl)=O.CS(C)=O.[CH2:11]([N:13]([CH2:24][CH3:25])[C:14]([C:16]1[CH:23]=[CH:22][C:19]([CH2:20][OH:21])=[CH:18][CH:17]=1)=[O:15])[CH3:12].C(N(CC)CC)C. (8) The reactants are: [CH3:1][C:2]1([CH3:16])[C:6]([CH3:8])([CH3:7])[O:5][B:4]([C:9]2[CH:14]=[CH:13][C:12]([NH2:15])=[CH:11][CH:10]=2)[O:3]1.[C:17]1([C:23]2([C:26](O)=[O:27])[CH2:25][CH2:24]2)[CH:22]=[CH:21][CH:20]=[CH:19][CH:18]=1. Given the product [CH3:8][C:6]1([CH3:7])[C:2]([CH3:16])([CH3:1])[O:3][B:4]([C:9]2[CH:14]=[CH:13][C:12]([NH:15][C:26]([C:23]3([C:17]4[CH:22]=[CH:21][CH:20]=[CH:19][CH:18]=4)[CH2:25][CH2:24]3)=[O:27])=[CH:11][CH:10]=2)[O:5]1, predict the reactants needed to synthesize it. (9) The reactants are: [F:1][C:2]1[CH:10]=[C:9]([C:11]([F:14])([F:13])[F:12])[CH:8]=[CH:7][C:3]=1[C:4]([OH:6])=O.[NH2:15][C@@H:16]([C:18]1[CH:19]=[C:20]([CH:35]=[C:36]([CH3:38])[CH:37]=1)[O:21][C:22]1[CH:27]=[CH:26][C:25]([CH2:28][CH2:29][C:30]([OH:32])=[O:31])=[C:24]([CH2:33][CH3:34])[CH:23]=1)[CH3:17]. Given the product [CH2:33]([C:24]1[CH:23]=[C:22]([O:21][C:20]2[CH:35]=[C:36]([CH3:38])[CH:37]=[C:18]([CH:16]([NH:15][C:4](=[O:6])[C:3]3[CH:7]=[CH:8][C:9]([C:11]([F:14])([F:13])[F:12])=[CH:10][C:2]=3[F:1])[CH3:17])[CH:19]=2)[CH:27]=[CH:26][C:25]=1[CH2:28][CH2:29][C:30]([OH:32])=[O:31])[CH3:34], predict the reactants needed to synthesize it.